The task is: Predict the product of the given reaction.. This data is from Forward reaction prediction with 1.9M reactions from USPTO patents (1976-2016). Given the reactants [CH2:1]([C@H:3]1[C:11]2[C:6](=[CH:7][C:8]([C:12]([NH:14][C@H:15]([C:18]3[CH:23]=[CH:22][C:21]([S:24]([CH2:27][CH3:28])(=[O:26])=[O:25])=[CH:20][CH:19]=3)[CH2:16][OH:17])=[O:13])=[CH:9][CH:10]=2)[CH2:5][NH:4]1)[CH3:2].C([C@@H]1C2C(=CC(C(=O)N[C@H](C3C=CC(S(CC)(=O)=O)=CC=3)CO)=CC=2)CN1C(OC(C)(C)C)=O)C, predict the reaction product. The product is: [CH2:1]([C@@H:3]1[C:11]2[C:6](=[CH:7][C:8]([C:12]([NH:14][C@H:15]([C:18]3[CH:19]=[CH:20][C:21]([S:24]([CH2:27][CH3:28])(=[O:26])=[O:25])=[CH:22][CH:23]=3)[CH2:16][OH:17])=[O:13])=[CH:9][CH:10]=2)[CH2:5][NH:4]1)[CH3:2].